Task: Predict the reaction yield, written as a fraction of the theoretical maximum amount of product (1.0 means a 100% yield; for example, 0.34 means a 34% yield).. Dataset: Reaction yield outcomes from USPTO patents with 853,638 reactions (1) The reactants are [CH3:1][C:2]1[CH:7]=[CH:6][C:5]([CH2:8][N:9]([CH:22]2[CH2:27][CH2:26][N:25]([CH2:28][C:29]3[CH:34]=[CH:33][CH:32]=[CH:31][CH:30]=3)[CH2:24][CH2:23]2)[C:10](=O)[CH2:11][CH2:12][C:13]2[CH:18]=[CH:17][C:16]([O:19][CH3:20])=[CH:15][CH:14]=2)=[CH:4][CH:3]=1.COC1C=CC(P2(SP(C3C=CC(OC)=CC=3)(=S)S2)=[S:44])=CC=1. The catalyst is CO. The product is [CH3:1][C:2]1[CH:7]=[CH:6][C:5]([CH2:8][N:9]([CH:22]2[CH2:27][CH2:26][N:25]([CH2:28][C:29]3[CH:34]=[CH:33][CH:32]=[CH:31][CH:30]=3)[CH2:24][CH2:23]2)[C:10](=[S:44])[CH2:11][CH2:12][C:13]2[CH:18]=[CH:17][C:16]([O:19][CH3:20])=[CH:15][CH:14]=2)=[CH:4][CH:3]=1. The yield is 0.970. (2) The reactants are [C:1]1([CH3:9])[CH:6]=[CH:5][CH:4]=[C:3]([NH:7][OH:8])[CH:2]=1.[C:10](=[O:13])([O-])[O-].[K+].[K+].O.[C:17](OCC)(=O)[CH3:18]. The catalyst is CN(C)C=O. The product is [C:1]1([CH3:9])[CH:6]=[CH:5][CH:4]=[C:3]([N:7]2[C:10](=[O:13])[CH2:18][CH2:17][O:8]2)[CH:2]=1. The yield is 0.730. (3) The reactants are C([O:4][CH2:5][C:6]1[CH:7]=[C:8]2[C:13](=[CH:14][C:15]=1[CH2:16][O:17]C(=O)C)[O:12][C:11](=[O:21])[C:10]([CH2:22][C:23]([O:25][CH2:26][CH3:27])=[O:24])=[C:9]2[C:28]1[CH:33]=[CH:32][CH:31]=[CH:30][CH:29]=1)(=O)C.C1CCN2C(=NCCC2)CC1. The catalyst is C(O)C.C(OCC)(=O)C. The product is [OH:4][CH2:5][C:6]1[CH:7]=[C:8]2[C:13](=[CH:14][C:15]=1[CH2:16][OH:17])[O:12][C:11](=[O:21])[C:10]([CH2:22][C:23]([O:25][CH2:26][CH3:27])=[O:24])=[C:9]2[C:28]1[CH:29]=[CH:30][CH:31]=[CH:32][CH:33]=1. The yield is 0.860. (4) The reactants are C1(N=C=NC2CCCCC2)CCCCC1.[OH:16][C:17]1[CH:27]=[CH:26][C:20]([CH:21]([OH:25])[C:22]([OH:24])=O)=[CH:19][C:18]=1[O:28][CH3:29].ON1C(=O)CCC1=O.[CH3:38][CH2:39][CH2:40][CH:41]([NH2:45])[CH2:42][CH2:43][CH3:44].C(=O)(O)[O-].[Na+].Cl. The catalyst is O1CCOCC1.O. The product is [CH3:38][CH2:39][CH2:40][CH:41]([NH:45][C:22](=[O:24])[CH:21]([OH:25])[C:20]1[CH:26]=[CH:27][C:17]([OH:16])=[C:18]([O:28][CH3:29])[CH:19]=1)[CH2:42][CH2:43][CH3:44]. The yield is 0.736.